This data is from Peptide-MHC class I binding affinity with 185,985 pairs from IEDB/IMGT. The task is: Regression. Given a peptide amino acid sequence and an MHC pseudo amino acid sequence, predict their binding affinity value. This is MHC class I binding data. (1) The peptide sequence is LSAIALGVA. The MHC is HLA-A02:01 with pseudo-sequence HLA-A02:01. The binding affinity (normalized) is 0.0613. (2) The peptide sequence is LFDFVNFVK. The MHC is HLA-A33:01 with pseudo-sequence HLA-A33:01. The binding affinity (normalized) is 0.158.